This data is from Experimentally validated miRNA-target interactions with 360,000+ pairs, plus equal number of negative samples. The task is: Binary Classification. Given a miRNA mature sequence and a target amino acid sequence, predict their likelihood of interaction. (1) The miRNA is hsa-miR-4430 with sequence AGGCUGGAGUGAGCGGAG. The protein sequence of the target gene is MMALVRDRRAHYVMSIVIRWVHCFSSSLRGTFGTRWEAMKAKATELRVCCARRKREAREFKPPQMRGSTRLNISDDLKIGFFSTDHATQTDSSEILSVKELSSSTQKLAQMMKSLQVDFGFLKQLLQLKFEDRLKEESLSLFTILHDRILEIEKHYQQNEDKMRKSFNQQLADAIAVIKGMYQQFFEVEEENVSLQDASTVKTNILLRKLKEKEEVIKELKEELDQYKDFGFHKMESFAKETSSPKSNLEKENLEYKVENERLLQIISELEEEIQINLKENSGLEDELISMKEMAEKDHK.... Result: 1 (interaction). (2) The miRNA is hsa-miR-596 with sequence AAGCCUGCCCGGCUCCUCGGG. The protein sequence of the target gene is MVFFTCNACGESVKKIQVEKHVSVCRNCECLSCIDCGKDFWGDDYKNHVKCISEDQKYGGKGYEGKTHKGDIKQQAWIQKISELIKRPNVSPKVRELLEQISAFDNVPRKKAKFQNWMKNSLKVHNESILDQVWNIFSEASNSEPVNKEQDQRPLHPVANPHAEISTKVPASKVKDAVEQQGEVKKNKRERKEERQKKRKREKKELKLENHQENSRNQKPKKRKKGQEADLEAGGEEVPEANGSAGKRSKKKKQRKDSASEEEAHVGAGKRKRRHSEVETDSKKKKMKLPEHPEGGEPED.... Result: 0 (no interaction). (3) The miRNA is hsa-miR-4695-3p with sequence UGAUCUCACCGCUGCCUCCUUC. The protein sequence of the target gene is MATNFSDIVKQGYVKMKSRKLGIYRRCWLVFRKSSSKGPQRLEKYPDEKSVCLRGCPKVTEISNVKCVTRLPKETKRQAVAIIFTDDSARTFTCDSELEAEEWYKTLSVECLGSRLNDISLGEPDLLAPGVQCEQTDRFNVFLLPCPNLDVYGECKLQITHENIYLWDIHNPRVKLVSWPLCSLRRYGRDATRFTFEAGRMCDAGEGLYTFQTQEGEQIYQRVHSATLAIAEQHKRVLLEMEKNVRLLNKGTEHYSYPCTPTTMLPRSAYWHHITGSQNIAEASSYAGEGYGAAQASSET.... Result: 0 (no interaction). (4) The miRNA is hsa-miR-455-3p with sequence GCAGUCCAUGGGCAUAUACAC. The protein sequence of the target gene is MRERGQDSLAGLVLYVGLFGHPGMLHRAKYSRFRNESITSLDEGSSGGSVGNKGSPQPPHPALAPHLPTEDATLPSQESPTPLCTLIPRMASMKLANPATLLSLKNFCLGTKEVPRLKLQESRDPGSSGPSSPETSLSRSGTAPPPQQDLVGHRATALTPDSCPLPGPGEPTLRSRQDRHFLQHLLGMGMNYCVRYMGCVEVLQSMRSLDFGMRTQVTREAISRLCEAVPGANGAIKKRKPPVKFLSTVLGKSNLQFSGMNIKLTISTCSLTLMNLDNQQIIANHHMQSISFASGGDPDT.... Result: 1 (interaction). (5) The miRNA is hsa-miR-6763-3p with sequence CUCCCCGGCCUCUGCCCCCAG. The protein sequence of the target gene is MKAGATSMWASCCGLLNEVMGTGAVRGQQAGFPGSTGPFRFTPSSDFPTYPPAATEGPNIVCKACGLSFSVFRKKHVCCDCKKDFCSLCSVSQENLRRCSTCHLLQETAFQRPQLMRLKVKDLRQYLLLRNIPTDTCREKEDLVDLVLCHRGLGSGDDLDSSSLNSSRSQTSSFFTQSLFSNYTPPSATVSSFQGELMDRDGAFRSEVLAQVQSEIASANTDDDDDDDDDDDDDEDDDDEQEEEEQNPGLSKKKARASLSDLSSLEEVEGMSVRQLKEILARNFVNYSGCCEKWELVEKV.... Result: 0 (no interaction). (6) The miRNA is mmu-miR-669c-3p with sequence UACACACACACACACAAGUAAA. The protein sequence of the target gene is MTTFKEAMTFKDVAVVFTEEELGLLDLAQRKLYRDVMLENFRNLLSVGHQAFHRDTFHFLREEKIWMMKTAIQREGNSGDKIQTEMETVSEAGTHQEWSFQQIWEKIASDLTRSQDLMINSSQFSKEGDFPCQTEAGLSVIHTRQKSSQGNGYKPSFSDVSHFDFHQQLHSGEKSHTCDECGKNFCYISALRIHQRVHMGEKCYKCDVCGKEFSQSSHLQTHQRVHTGEKPFKCVECGKGFSRRSALNVHHKLHTGEKPYNCEECGKAFIHDSQLQEHQRIHTGEKPFKCDICGKSFCGR.... Result: 0 (no interaction).